This data is from Reaction yield outcomes from USPTO patents with 853,638 reactions. The task is: Predict the reaction yield, written as a fraction of the theoretical maximum amount of product (1.0 means a 100% yield; for example, 0.34 means a 34% yield). (1) The reactants are [F:1][C:2]([F:7])([F:6])[C:3]([OH:5])=[O:4].[F:8][C:9]([F:14])([F:13])[C:10]([OH:12])=[O:11].FC(F)(F)C(O)=O.[Cl:22][C:23]1[CH:24]=[N:25][C:26]2[NH:27][C:28]3[CH:29]=[N:30][CH:31]=[C:32]([CH:53]=3)[CH2:33][CH2:34][C:35]3[CH:43]=[C:39]([NH:40][C:41]=1[N:42]=2)[CH:38]=[CH:37][C:36]=3[NH:44][C:45](=[O:52])[CH2:46][C@H:47]1[CH2:51][CH2:50][NH:49][CH2:48]1.[F:54][C:55]1[CH:60]=[CH:59][C:58]([N:61]=[C:62]=[O:63])=[CH:57][CH:56]=1. No catalyst specified. The product is [F:1][C:2]([F:7])([F:6])[C:3]([OH:5])=[O:4].[F:8][C:9]([F:14])([F:13])[C:10]([OH:12])=[O:11].[Cl:22][C:23]1[CH:24]=[N:25][C:26]2[NH:27][C:28]3[CH:29]=[N:30][CH:31]=[C:32]([CH:53]=3)[CH2:33][CH2:34][C:35]3[CH:43]=[C:39]([NH:40][C:41]=1[N:42]=2)[CH:38]=[CH:37][C:36]=3[NH:44][C:45](=[O:52])[CH2:46][C@H:47]1[CH2:51][CH2:50][N:49]([C:62]([NH:61][C:58]2[CH:59]=[CH:60][C:55]([F:54])=[CH:56][CH:57]=2)=[O:63])[CH2:48]1. The yield is 0.730. (2) The reactants are [CH3:1][C:2]1([CH3:17])[CH2:7][CH2:6][CH:5]([NH:8][C:9]2[C:14](I)=[CH:13][N:12]=[C:11]([NH2:16])[N:10]=2)[CH2:4][CH2:3]1.[Cl:18][C:19]1[C:20]([O:28][CH3:29])=[N:21][CH:22]=[CH:23][C:24]=1B(O)O.N#N.C(=O)([O-])[O-].[Na+].[Na+].C([O-])(O)=O.[Na+]. The catalyst is Cl[Pd](Cl)([P](C1C=CC=CC=1)(C1C=CC=CC=1)C1C=CC=CC=1)[P](C1C=CC=CC=1)(C1C=CC=CC=1)C1C=CC=CC=1.O1CCOCC1. The product is [Cl:18][C:19]1[C:20]([O:28][CH3:29])=[N:21][CH:22]=[CH:23][C:24]=1[C:14]1[C:9]([NH:8][CH:5]2[CH2:6][CH2:7][C:2]([CH3:17])([CH3:1])[CH2:3][CH2:4]2)=[N:10][C:11]([NH2:16])=[N:12][CH:13]=1. The yield is 0.810. (3) The reactants are [CH3:1][O:2][C:3]1[CH:8]=[CH:7][CH:6]=[CH:5][C:4]=1[C:9]1[C:17]2[C:12](=[N:13][CH:14]=[C:15](B3OC(C)(C)C(C)(C)O3)[CH:16]=2)[N:11](COCC[Si](C)(C)C)C=1.C[O:36][C:37]([C:39]1[S:43][C:42](Br)=[N:41][CH:40]=1)=[O:38].C(#[N:47])C.C([O-])([O-])=O.[Na+].[Na+]. The catalyst is CCOCC. The product is [CH3:1][O:2][C:3]1[CH:8]=[CH:7][CH:6]=[CH:5][C:4]=1[C:9]1[C:17]2[C:12](=[N:13][CH:14]=[C:15]([C:42]3[S:43][C:39]([C:37]([OH:36])=[O:38])=[CH:40][N:41]=3)[CH:16]=2)[NH:11][N:47]=1. The yield is 0.810.